Dataset: Catalyst prediction with 721,799 reactions and 888 catalyst types from USPTO. Task: Predict which catalyst facilitates the given reaction. Reactant: [F:1][C:2]1[C:11]2[C:6](=[CH:7][CH:8]=[CH:9][CH:10]=2)[C:5]([C:12]2[O:16][C:15](=O)[NH:14][C:13]=2[CH2:18][CH2:19][CH2:20][C:21]([O:23][CH2:24][CH3:25])=[O:22])=[CH:4][CH:3]=1.P(Cl)(Cl)([Cl:28])=O. Product: [Cl:28][C:15]1[O:16][C:12]([C:5]2[C:6]3[C:11](=[CH:10][CH:9]=[CH:8][CH:7]=3)[C:2]([F:1])=[CH:3][CH:4]=2)=[C:13]([CH2:18][CH2:19][CH2:20][C:21]([O:23][CH2:24][CH3:25])=[O:22])[N:14]=1. The catalyst class is: 17.